From a dataset of Forward reaction prediction with 1.9M reactions from USPTO patents (1976-2016). Predict the product of the given reaction. (1) Given the reactants Cl.[NH:2]1[CH2:7][CH2:6][C:5](=[O:8])[CH2:4][CH2:3]1.C[O-].[Na+].C(=O)([O-])[O-].[K+].[K+].F[C:19]1[CH:24]=[CH:23][C:22]([N+:25]([O-:27])=[O:26])=[CH:21][CH:20]=1, predict the reaction product. The product is: [N+:25]([C:22]1[CH:23]=[CH:24][C:19]([N:2]2[CH2:7][CH2:6][C:5](=[O:8])[CH2:4][CH2:3]2)=[CH:20][CH:21]=1)([O-:27])=[O:26]. (2) Given the reactants [CH3:1][C:2]1[CH:7]=[CH:6][N:5]=[C:4]([CH2:8][N:9]2[CH:14]=[CH:13][CH:12]=[C:11]([C:15]([F:18])([F:17])[F:16])[C:10]2=[O:19])[C:3]=1[CH2:20]OC1CCCCO1.O=S(Cl)[Cl:30].O, predict the reaction product. The product is: [Cl:30][CH2:20][C:3]1[C:4]([CH2:8][N:9]2[CH:14]=[CH:13][CH:12]=[C:11]([C:15]([F:18])([F:17])[F:16])[C:10]2=[O:19])=[N:5][CH:6]=[CH:7][C:2]=1[CH3:1]. (3) Given the reactants [O:1]1[C:9]2[CH:8]=[CH:7][N:6]=[C:5]([CH2:10][CH2:11][C:12]#[N:13])[C:4]=2[CH2:3][CH2:2]1.C(N(CC)CC)C.[C:21](Cl)(=[O:23])[CH3:22], predict the reaction product. The product is: [O:1]1[C:9]2[CH:8]=[CH:7][N:6]=[C:5]([CH2:10][CH2:11][CH2:12][NH:13][C:21](=[O:23])[CH3:22])[C:4]=2[CH2:3][CH2:2]1. (4) Given the reactants [C:1]([C:5]1[CH:6]=[C:7]2[C:12](=[C:13]([F:15])[CH:14]=1)[C:11](=[O:16])[N:10]([C:17]1[N:24]=[CH:23][CH:22]=[C:21](Cl)[C:18]=1[CH:19]=[O:20])[N:9]=[CH:8]2)([CH3:4])([CH3:3])[CH3:2].[CH3:26][N:27]1[CH:32]=[C:31](B2OC(C)(C)C(C)(C)O2)[CH:30]=[C:29]([NH:42][C:43]2[CH:48]=[CH:47][C:46]([N:49]3[CH2:54][CH2:53][N:52]([CH:55]4[CH2:58][O:57][CH2:56]4)[CH2:51][CH2:50]3)=[CH:45][N:44]=2)[C:28]1=[O:59].O, predict the reaction product. The product is: [C:1]([C:5]1[CH:6]=[C:7]2[C:12](=[C:13]([F:15])[CH:14]=1)[C:11](=[O:16])[N:10]([C:17]1[N:24]=[CH:23][CH:22]=[C:21]([C:31]3[CH:30]=[C:29]([NH:42][C:43]4[CH:48]=[CH:47][C:46]([N:49]5[CH2:54][CH2:53][N:52]([CH:55]6[CH2:56][O:57][CH2:58]6)[CH2:51][CH2:50]5)=[CH:45][N:44]=4)[C:28](=[O:59])[N:27]([CH3:26])[CH:32]=3)[C:18]=1[CH:19]=[O:20])[N:9]=[CH:8]2)([CH3:4])([CH3:3])[CH3:2]. (5) Given the reactants [C:1]([C:3]1[CH:8]=[C:7]([CH3:9])[C:6]([N+:10]([O-])=O)=[CH:5][N:4]=1)#[N:2].[Cl-].[NH4+].C(OCC)(=O)C, predict the reaction product. The product is: [NH2:10][C:6]1[C:7]([CH3:9])=[CH:8][C:3]([C:1]#[N:2])=[N:4][CH:5]=1. (6) The product is: [CH3:20][O:21][C:17](=[O:18])[NH:16][C:12]1[CH:13]=[C:14]([CH3:15])[C:9]([Br:8])=[C:10]([CH3:19])[CH:11]=1. Given the reactants C(N(CC)CC)C.[Br:8][C:9]1[C:14]([CH3:15])=[CH:13][C:12]([N:16]=[C:17]=[O:18])=[CH:11][C:10]=1[CH3:19].[CH3:20][OH:21], predict the reaction product.